This data is from Reaction yield outcomes from USPTO patents with 853,638 reactions. The task is: Predict the reaction yield, written as a fraction of the theoretical maximum amount of product (1.0 means a 100% yield; for example, 0.34 means a 34% yield). (1) The reactants are [C:1]([Si:5]([CH3:29])([CH3:28])[O:6][C:7]1[CH:8]=[C:9]([CH:15]([C:17]2[CH:22]=[CH:21][C:20]([O:23][CH3:24])=[C:19]([O:25][CH2:26][CH3:27])[CH:18]=2)[OH:16])[CH:10]=[CH:11][C:12]=1[O:13][CH3:14])([CH3:4])([CH3:3])[CH3:2]. The catalyst is C(Cl)Cl.[O-2].[O-2].[Mn+4]. The product is [C:1]([Si:5]([CH3:29])([CH3:28])[O:6][C:7]1[CH:8]=[C:9]([C:15]([C:17]2[CH:22]=[CH:21][C:20]([O:23][CH3:24])=[C:19]([O:25][CH2:26][CH3:27])[CH:18]=2)=[O:16])[CH:10]=[CH:11][C:12]=1[O:13][CH3:14])([CH3:4])([CH3:2])[CH3:3]. The yield is 0.960. (2) The reactants are [CH2:1]([N:3]1[C:12]2[C:7](=[CH:8][CH:9]=[C:10]([O:23][CH2:24][C:25]3[CH:30]=[CH:29][C:28]([O:31][CH3:32])=[CH:27][CH:26]=3)[C:11]=2[O:13][CH2:14][C:15]2[CH:20]=[CH:19][C:18]([O:21][CH3:22])=[CH:17][CH:16]=2)[C:6](=[O:33])[C:5]([CH:34]=O)=[CH:4]1)[CH3:2].[NH:36]1[CH2:40][CH2:39][CH2:38][CH2:37]1.C(O[BH-](OC(=O)C)OC(=O)C)(=O)C.[Na+].CC(O)=O. The catalyst is ClCCl. The product is [CH2:1]([N:3]1[C:12]2[C:7](=[CH:8][CH:9]=[C:10]([O:23][CH2:24][C:25]3[CH:26]=[CH:27][C:28]([O:31][CH3:32])=[CH:29][CH:30]=3)[C:11]=2[O:13][CH2:14][C:15]2[CH:20]=[CH:19][C:18]([O:21][CH3:22])=[CH:17][CH:16]=2)[C:6](=[O:33])[C:5]([CH2:34][N:36]2[CH2:40][CH2:39][CH2:38][CH2:37]2)=[CH:4]1)[CH3:2]. The yield is 0.412. (3) The reactants are Br[C:2]1[CH:3]=[C:4]([CH:7]=[CH:8][CH:9]=1)[C:5]#[N:6].[NH:10]1[C:18]2[C:13](=[CH:14][CH:15]=[CH:16][CH:17]=2)[C:12]2([CH:22](B(O)O)[CH2:21][CH2:20][CH2:19]2)[C:11]1=[O:26].C(=O)([O-])[O-].[Na+].[Na+].[OH-].[Na+]. The catalyst is COCCOC.O.C1C=CC([P]([Pd]([P](C2C=CC=CC=2)(C2C=CC=CC=2)C2C=CC=CC=2)([P](C2C=CC=CC=2)(C2C=CC=CC=2)C2C=CC=CC=2)[P](C2C=CC=CC=2)(C2C=CC=CC=2)C2C=CC=CC=2)(C2C=CC=CC=2)C2C=CC=CC=2)=CC=1. The product is [C:5]([C:4]1[CH:3]=[C:2]([C:15]2[CH:14]=[C:13]3[C:18](=[CH:17][CH:16]=2)[NH:10][C:11](=[O:26])[C:12]23[CH2:22][CH2:21][CH2:20][CH2:19]2)[CH:9]=[CH:8][CH:7]=1)#[N:6]. The yield is 0.400. (4) The reactants are [O:1]1[CH2:6][CH2:5][N:4]([C:7]2[N:12]=[C:11]([N:13]3[CH2:18][CH2:17][O:16][CH2:15][CH2:14]3)[N:10]=[C:9]([C:19]3[CH:24]=[CH:23][C:22]([NH:25][C:26](=[O:37])[NH:27][C:28]4[CH:36]=[CH:35][C:31]([C:32](O)=[O:33])=[CH:30][CH:29]=4)=[CH:21][CH:20]=3)[N:8]=2)[CH2:3][CH2:2]1.CCN(C(C)C)C(C)C.CN(C(ON1N=NC2C=CC=CC1=2)=[N+](C)C)C.F[P-](F)(F)(F)(F)F.[CH3:71][N:72]([CH3:79])[CH:73]1[CH2:78][CH2:77][NH:76][CH2:75][CH2:74]1. The catalyst is CN1C(=O)CCC1. The product is [CH3:71][N:72]([CH3:79])[CH:73]1[CH2:78][CH2:77][N:76]([C:32]([C:31]2[CH:35]=[CH:36][C:28]([NH:27][C:26]([NH:25][C:22]3[CH:21]=[CH:20][C:19]([C:9]4[N:10]=[C:11]([N:13]5[CH2:18][CH2:17][O:16][CH2:15][CH2:14]5)[N:12]=[C:7]([N:4]5[CH2:3][CH2:2][O:1][CH2:6][CH2:5]5)[N:8]=4)=[CH:24][CH:23]=3)=[O:37])=[CH:29][CH:30]=2)=[O:33])[CH2:75][CH2:74]1. The yield is 0.520. (5) The reactants are [OH-].[Na+].[CH:3]1([O:9][CH2:10][C:11]([O:13]CC)=[O:12])[CH2:8][CH2:7][CH2:6][CH2:5][CH2:4]1.Cl. The product is [CH:3]1([O:9][CH2:10][C:11]([OH:13])=[O:12])[CH2:8][CH2:7][CH2:6][CH2:5][CH2:4]1. The catalyst is O.CO. The yield is 0.840. (6) The reactants are Cl[C:2]1[CH:7]=[CH:6][N+:5]([O-:8])=[CH:4][CH:3]=1.[CH3:9][O:10][C:11]1[CH:16]=[C:15]([Cl:17])[CH:14]=[CH:13][C:12]=1B(O)O.C([O-])([O-])=O.[K+].[K+]. The catalyst is CS(C)=O.C1C=CC(P(C2C=CC=CC=2)[C-]2C=CC=C2)=CC=1.C1C=CC(P(C2C=CC=CC=2)[C-]2C=CC=C2)=CC=1.Cl[Pd]Cl.[Fe+2]. The product is [Cl:17][C:15]1[CH:14]=[CH:13][C:12]([C:2]2[CH:7]=[CH:6][N+:5]([O-:8])=[CH:4][CH:3]=2)=[C:11]([O:10][CH3:9])[CH:16]=1. The yield is 0.740. (7) The reactants are [OH:1][C:2]1[CH:7]=[CH:6][C:5]([C:8]([C:13]2[CH:18]=[CH:17][C:16]([OH:19])=[C:15]([CH3:20])[CH:14]=2)([CH2:11][CH3:12])[CH2:9][CH3:10])=[CH:4][C:3]=1[CH3:21].C[C:23]([O-:26])([CH3:25])[CH3:24].[K+].[NH4+].[Cl-]. The catalyst is CS(C)=O. The product is [CH3:25][C:23]1([CH3:24])[O:26][C@H:3]([CH2:4][O:1][C:2]2[CH:7]=[CH:6][C:5]([C:8]([C:13]3[CH:18]=[CH:17][C:16]([OH:19])=[C:15]([CH3:20])[CH:14]=3)([CH2:11][CH3:12])[CH2:9][CH3:10])=[CH:4][C:3]=2[CH3:21])[CH2:2][O:1]1. The yield is 0.426.